From a dataset of Forward reaction prediction with 1.9M reactions from USPTO patents (1976-2016). Predict the product of the given reaction. Given the reactants [NH2:1][C:2]1[CH:7]=[CH:6][C:5]([CH2:8][N:9]2[CH2:14][CH2:13][CH:12]([NH:15][C:16]3[N:21]=[C:20]([C:22]4[C:30]5[C:25](=[CH:26][CH:27]=[CH:28][CH:29]=5)[NH:24][CH:23]=4)[C:19]([Cl:31])=[CH:18][N:17]=3)[CH2:11][CH2:10]2)=[CH:4][CH:3]=1.Br[CH2:33]/[CH:34]=[CH:35]/[C:36]([OH:38])=O.[CH3:39][N:40](C(ON1N=NC2C=CC=NC1=2)=[N+](C)C)C.F[P-](F)(F)(F)(F)F.CCN(C(C)C)C(C)C.CN, predict the reaction product. The product is: [Cl:31][C:19]1[C:20]([C:22]2[C:30]3[C:25](=[CH:26][CH:27]=[CH:28][CH:29]=3)[NH:24][CH:23]=2)=[N:21][C:16]([NH:15][CH:12]2[CH2:13][CH2:14][N:9]([CH2:8][C:5]3[CH:6]=[CH:7][C:2]([NH:1][C:36](=[O:38])/[CH:35]=[CH:34]/[CH2:33][NH:40][CH3:39])=[CH:3][CH:4]=3)[CH2:10][CH2:11]2)=[N:17][CH:18]=1.